Dataset: Reaction yield outcomes from USPTO patents with 853,638 reactions. Task: Predict the reaction yield, written as a fraction of the theoretical maximum amount of product (1.0 means a 100% yield; for example, 0.34 means a 34% yield). (1) The reactants are Cl.[CH3:2][C@:3]([C:7]([OH:9])=[O:8])([CH2:5][SH:6])[NH2:4].[OH:10][C:11]1[CH:18]=[C:17]([OH:19])[CH:16]=[CH:15][C:12]=1[C:13]#N.C(N(CC)CC)C.[OH-].[K+]. The catalyst is C(O)C.O. The product is [OH:10][C:11]1[CH:18]=[C:17]([OH:19])[CH:16]=[CH:15][C:12]=1[C:13]1[S:6][CH2:5][C@:3]([CH3:2])([C:7]([OH:9])=[O:8])[N:4]=1. The yield is 0.876. (2) The reactants are [CH:1]1([CH2:4][O:5][C:6]2[N:11]=[C:10]([C:12]([OH:14])=O)[CH:9]=[CH:8][C:7]=2[C:15]2([F:19])[CH2:18][CH2:17][CH2:16]2)[CH2:3][CH2:2]1.Cl.[F:21][C:22]1([F:30])[CH2:26][NH:25][C@H:24]([C:27]([NH2:29])=[O:28])[CH2:23]1. No catalyst specified. The product is [CH:1]1([CH2:4][O:5][C:6]2[N:11]=[C:10]([C:12]([N:25]3[CH2:26][C:22]([F:30])([F:21])[CH2:23][C@H:24]3[C:27]([NH2:29])=[O:28])=[O:14])[CH:9]=[CH:8][C:7]=2[C:15]2([F:19])[CH2:18][CH2:17][CH2:16]2)[CH2:2][CH2:3]1. The yield is 0.910. (3) The reactants are Cl.Cl.[NH:3]1[CH2:8][CH2:7][CH:6]([O:9][C:10]2[CH:25]=[CH:24][C:13]([O:14][CH2:15][CH2:16][CH2:17][N:18]3[CH2:23][CH2:22][CH2:21][CH2:20][CH2:19]3)=[CH:12][CH:11]=2)[CH2:5][CH2:4]1.[Cl:26]CCl.[C:29](Cl)(=[O:31])[CH3:30]. The catalyst is C(N(CC)CC)C. The product is [ClH:26].[N:18]1([CH2:17][CH2:16][CH2:15][O:14][C:13]2[CH:12]=[CH:11][C:10]([O:9][CH:6]3[CH2:5][CH2:4][N:3]([C:29](=[O:31])[CH3:30])[CH2:8][CH2:7]3)=[CH:25][CH:24]=2)[CH2:23][CH2:22][CH2:21][CH2:20][CH2:19]1. The yield is 0.830. (4) The reactants are [CH3:1][O:2][C:3]1[CH:4]=[C:5]2[C:9](=[CH:10][CH:11]=1)[NH:8][C:7]([C:12]([OH:14])=O)=[CH:6]2.[CH2:15]([NH:18][CH2:19][CH2:20][CH3:21])[CH2:16][CH3:17].CN(C(ON1N=NC2C=CC=NC1=2)=[N+](C)C)C.F[P-](F)(F)(F)(F)F. The catalyst is CN(C)C=O.C(OCC)C. The product is [CH2:15]([N:18]([CH2:19][CH2:20][CH3:21])[C:12]([C:7]1[NH:8][C:9]2[C:5]([CH:6]=1)=[CH:4][C:3]([O:2][CH3:1])=[CH:11][CH:10]=2)=[O:14])[CH2:16][CH3:17]. The yield is 0.740.